Dataset: Full USPTO retrosynthesis dataset with 1.9M reactions from patents (1976-2016). Task: Predict the reactants needed to synthesize the given product. (1) Given the product [CH3:62][C@:31]1([CH2:52][OH:53])[O:30][C@@H:11]([O:12][C:13]2[CH:18]=[C:17]([CH2:19][O:20][CH:79]3[CH2:80][CH2:81][CH2:82][O:78]3)[CH:16]=[CH:15][C:14]=2[CH2:21][C:22]2[CH:23]=[CH:24][C:25]([CH2:28][CH3:29])=[CH:26][CH:27]=2)[C@H:10]([OH:9])[C@@H:33]([OH:34])[C@@H:32]1[OH:43], predict the reactants needed to synthesize it. The reactants are: C([O:9][C@@H:10]1[C@@H:33]([O:34]C(=O)C2C=CC=CC=2)[C@H:32]([O:43]C(=O)C2C=CC=CC=2)[C@@:31]([CH3:62])([CH2:52][O:53]C(=O)C2C=CC=CC=2)[O:30][C@H:11]1[O:12][C:13]1[CH:18]=[C:17]([CH2:19][OH:20])[CH:16]=[CH:15][C:14]=1[CH2:21][C:22]1[CH:27]=[CH:26][C:25]([CH2:28][CH3:29])=[CH:24][CH:23]=1)(=O)C1C=CC=CC=1.O1C=CCCC1.C(N(CC)CC)C.[OH-].[Na+].[O:78]1[CH2:82][CH2:81][CH2:80][CH2:79]1. (2) Given the product [CH3:22][C:21]1[CH:23]=[CH:24][C:18]([S:15]([O:4][CH2:3][CH2:2][O:1][CH2:5][CH2:6][O:7][S:15]([C:18]2[CH:24]=[CH:23][C:13]([CH3:14])=[CH:20][CH:19]=2)(=[O:17])=[O:16])(=[O:17])=[O:16])=[CH:19][CH:20]=1, predict the reactants needed to synthesize it. The reactants are: [O:1]([CH2:5][CH2:6][OH:7])[CH2:2][CH2:3][OH:4].C(N([CH2:13][CH3:14])CC)C.[S:15](Cl)([C:18]1[CH:24]=[CH:23][C:21]([CH3:22])=[CH:20][CH:19]=1)(=[O:17])=[O:16]. (3) Given the product [CH2:1]([N:8]1[CH2:13][CH2:12][N:11]2[C:15]3[CH:21]=[N:20][C:19]([O:22][CH3:23])=[CH:18][C:16]=3[CH2:17][CH:10]2[CH2:9]1)[C:2]1[CH:3]=[CH:4][CH:5]=[CH:6][CH:7]=1, predict the reactants needed to synthesize it. The reactants are: [CH2:1]([N:8]1[CH2:13][C:12](=O)[N:11]2[C:15]3[CH:21]=[N:20][C:19]([O:22][CH3:23])=[CH:18][C:16]=3[CH2:17][CH:10]2[C:9]1=O)[C:2]1[CH:7]=[CH:6][CH:5]=[CH:4][CH:3]=1.[H-].[Al+3].[Li+].[H-].[H-].[H-].O.[OH-].[Na+]. (4) The reactants are: Cl[CH2:2][CH:3]=O.[NH2:5][CH2:6][CH2:7][NH:8][CH2:9][CH2:10][NH:11][CH2:12][CH2:13][NH2:14]. Given the product [NH:8]1[CH:9]2[CH2:10][N:11]([CH2:12][CH2:13][NH2:14])[CH2:2][CH2:3][N:5]2[CH2:6][CH2:7]1, predict the reactants needed to synthesize it.